Dataset: Catalyst prediction with 721,799 reactions and 888 catalyst types from USPTO. Task: Predict which catalyst facilitates the given reaction. (1) Reactant: [CH3:1][C:2]1[CH:9]=[CH:8][C:5]([CH:6]=O)=[CH:4][CH:3]=1.Cl.[NH2:11][C:12]([NH2:14])=[NH:13].O. Product: [CH3:1][C:2]1[CH:9]=[CH:8][C:5]([CH:6]=[N:13][C:12](=[NH:14])[N:11]=[CH:1][C:2]2[CH:9]=[CH:8][C:5]([CH3:6])=[CH:4][CH:3]=2)=[CH:4][CH:3]=1. The catalyst class is: 11. (2) Reactant: [F:1][C:2]([F:23])([F:22])[C:3]([N:5]([C@H:13]1[CH2:15][C@@H:14]1[C:16]1[CH:21]=[CH:20][CH:19]=[CH:18][CH:17]=1)[CH2:6][CH:7]1[CH2:12][CH2:11][NH:10][CH2:9][CH2:8]1)=[O:4].[CH:24]([C:26]1[CH:34]=[CH:33][C:29]([C:30]([OH:32])=[O:31])=[CH:28][CH:27]=1)=O.C(O[BH-](OC(=O)C)OC(=O)C)(=O)C.[Na+]. Product: [F:23][C:2]([F:1])([F:22])[C:3]([N:5]([CH2:6][CH:7]1[CH2:8][CH2:9][N:10]([CH2:24][C:26]2[CH:34]=[CH:33][C:29]([C:30]([OH:32])=[O:31])=[CH:28][CH:27]=2)[CH2:11][CH2:12]1)[C@@H:13]1[CH2:15][C@H:14]1[C:16]1[CH:21]=[CH:20][CH:19]=[CH:18][CH:17]=1)=[O:4]. The catalyst class is: 26. (3) Reactant: [CH:1]1[C:6]2[C:7]3[CH:13]=[CH:12][CH:11]=[CH:10][C:8]=3[O:9][C:5]=2[CH:4]=[C:3]([C:14]([O:16]C)=[O:15])[N:2]=1.[OH-].[Na+]. Product: [CH:1]1[C:6]2[C:7]3[CH:13]=[CH:12][CH:11]=[CH:10][C:8]=3[O:9][C:5]=2[CH:4]=[C:3]([C:14]([OH:16])=[O:15])[N:2]=1. The catalyst class is: 24. (4) Reactant: [I:1][C:2]1[CH:7]=[CH:6][C:5](/[C:8](/[C:12]2[CH:17]=[CH:16][C:15]([S:18][C:19]([F:22])([F:21])[F:20])=[CH:14][CH:13]=2)=[CH:9]\[CH2:10][OH:11])=[CH:4][CH:3]=1.[CH3:23][C:24]1[CH:34]=[C:33](OC/C=C(/C2C=CC(C#CCN3CCOCC3)=CC=2)\C2C=CC=CC=2)[CH:32]=[CH:31][C:25]=1[O:26][CH2:27][C:28]([OH:30])=[O:29].[C:60]1(P(C2C=CC=CC=2)C2C=CC=CC=2)C=CC=CC=1.N(C(OC(C)C)=O)=NC(OC(C)C)=O. Product: [I:1][C:2]1[CH:7]=[CH:6][C:5](/[C:8](/[C:12]2[CH:17]=[CH:16][C:15]([S:18][C:19]([F:22])([F:20])[F:21])=[CH:14][CH:13]=2)=[CH:9]\[CH2:10][O:11][C:33]2[CH:32]=[CH:31][C:25]([O:26][CH2:27][C:28]([O:30][CH3:60])=[O:29])=[C:24]([CH3:23])[CH:34]=2)=[CH:4][CH:3]=1. The catalyst class is: 359.